From a dataset of Forward reaction prediction with 1.9M reactions from USPTO patents (1976-2016). Predict the product of the given reaction. (1) Given the reactants [F:1][C:2]1[CH:3]=[C:4]([NH2:9])[C:5]([NH2:8])=[CH:6][CH:7]=1.[C:10]([O:14][C:15]([N:17]1[CH2:22][CH2:21][CH:20]([C:23](O)=O)[CH2:19][CH2:18]1)=[O:16])([CH3:13])([CH3:12])[CH3:11].P(OC1C=CC=CC=1)(OC1C=CC=CC=1)OC1C=CC=CC=1, predict the reaction product. The product is: [C:10]([O:14][C:15]([N:17]1[CH2:22][CH2:21][CH:20]([C:23]2[NH:8][C:5]3[CH:6]=[CH:7][C:2]([F:1])=[CH:3][C:4]=3[N:9]=2)[CH2:19][CH2:18]1)=[O:16])([CH3:13])([CH3:11])[CH3:12]. (2) Given the reactants Cl.[NH2:2][C@H:3]([C:5]1[C:6](=[O:17])[NH:7][C:8]2[C:13]([CH:14]=1)=[CH:12][C:11]([Cl:15])=[CH:10][C:9]=2[F:16])[CH3:4].Cl[C:19]1[N:24]=[C:23]([NH:25][C:26](=[O:28])[CH3:27])[CH:22]=[CH:21][N:20]=1.CCN(C(C)C)C(C)C, predict the reaction product. The product is: [Cl:15][C:11]1[CH:12]=[C:13]2[C:8](=[C:9]([F:16])[CH:10]=1)[NH:7][C:6](=[O:17])[C:5]([C@@H:3]([NH:2][C:19]1[N:24]=[C:23]([NH:25][C:26](=[O:28])[CH3:27])[CH:22]=[CH:21][N:20]=1)[CH3:4])=[CH:14]2. (3) Given the reactants Cl.[NH2:2][CH2:3][C:4]1[CH:9]=[CH:8][C:7]([NH:10][S:11]([CH3:14])(=[O:13])=[O:12])=[C:6]([Cl:15])[CH:5]=1.C(C1C=CC(OCC(O)=O)=CC=1)(C)(C)C.Cl.C(N=C=NCCCN(C)C)C.C(N(CC)CC)C, predict the reaction product. The product is: [Cl:15][C:6]1[CH:5]=[C:4]([C:3]#[N:2])[CH:9]=[CH:8][C:7]=1[NH:10][S:11]([CH3:14])(=[O:13])=[O:12]. (4) Given the reactants [OH:1][C:2]([CH3:18])([CH3:17])[CH2:3][CH2:4][O:5][C:6]1[CH:13]=[CH:12][CH:11]=[C:10]([N+:14]([O-:16])=[O:15])[C:7]=1[C:8]#[N:9].C(N(CC)CC)C.[C:26](Cl)(=[O:28])[CH3:27], predict the reaction product. The product is: [C:26]([O:1][C:2]([CH3:18])([CH2:3][CH2:4][O:5][C:6]1[CH:13]=[CH:12][CH:11]=[C:10]([N+:14]([O-:16])=[O:15])[C:7]=1[C:8]#[N:9])[CH3:17])(=[O:28])[CH3:27]. (5) Given the reactants [Cl:1][C:2]1[C:7]([CH3:8])=[CH:6][CH:5]=[CH:4][N:3]=1.[Br:9]N1C(=O)CCC1=O, predict the reaction product. The product is: [Br:9][CH2:8][C:7]1[C:2]([Cl:1])=[N:3][CH:4]=[CH:5][CH:6]=1. (6) Given the reactants [CH3:1][Si:2]([CH3:42])([CH3:41])[CH2:3][CH2:4][O:5][CH2:6][N:7]([CH2:33][O:34][CH2:35][CH2:36][Si:37]([CH3:40])([CH3:39])[CH3:38])[C:8]1[N:13]2[N:14]=[CH:15][C:16](I)=[C:12]2[N:11]=[C:10]([CH:18]2[CH2:24][CH:23]3[N:25]([C:26]([O:28][C:29]([CH3:32])([CH3:31])[CH3:30])=[O:27])[CH:20]([CH2:21][CH2:22]3)[CH2:19]2)[CH:9]=1.[F:43][C:44]1[CH:49]=[CH:48][CH:47]=[C:46]([F:50])[C:45]=1[C:51]1[CH:56]=[CH:55][C:54](B2OC(C)(C)C(C)(C)O2)=[CH:53][N:52]=1.ClCCl.C(=O)([O-])[O-].[K+].[K+], predict the reaction product. The product is: [CH3:1][Si:2]([CH3:42])([CH3:41])[CH2:3][CH2:4][O:5][CH2:6][N:7]([CH2:33][O:34][CH2:35][CH2:36][Si:37]([CH3:40])([CH3:39])[CH3:38])[C:8]1[N:13]2[N:14]=[CH:15][C:16]([C:54]3[CH:53]=[N:52][C:51]([C:45]4[C:46]([F:50])=[CH:47][CH:48]=[CH:49][C:44]=4[F:43])=[CH:56][CH:55]=3)=[C:12]2[N:11]=[C:10]([CH:18]2[CH2:24][CH:23]3[N:25]([C:26]([O:28][C:29]([CH3:32])([CH3:31])[CH3:30])=[O:27])[CH:20]([CH2:21][CH2:22]3)[CH2:19]2)[CH:9]=1.